From a dataset of Peptide-MHC class I binding affinity with 185,985 pairs from IEDB/IMGT. Regression. Given a peptide amino acid sequence and an MHC pseudo amino acid sequence, predict their binding affinity value. This is MHC class I binding data. (1) The peptide sequence is LCLSGEGWPY. The MHC is HLA-A29:02 with pseudo-sequence HLA-A29:02. The binding affinity (normalized) is 0.389. (2) The peptide sequence is NTAINFFLY. The MHC is HLA-B39:01 with pseudo-sequence HLA-B39:01. The binding affinity (normalized) is 0.0847. (3) The peptide sequence is GVCGIRSATR. The MHC is HLA-A31:01 with pseudo-sequence HLA-A31:01. The binding affinity (normalized) is 0. (4) The peptide sequence is LAAEEILTL. The MHC is HLA-A02:01 with pseudo-sequence HLA-A02:01. The binding affinity (normalized) is 0.528. (5) The peptide sequence is TQIGCTLNF. The MHC is HLA-A26:01 with pseudo-sequence HLA-A26:01. The binding affinity (normalized) is 0.283. (6) The peptide sequence is LPMIIGEPI. The MHC is Patr-B1301 with pseudo-sequence Patr-B1301. The binding affinity (normalized) is 0.992. (7) The MHC is HLA-A29:02 with pseudo-sequence HLA-A29:02. The binding affinity (normalized) is 0. The peptide sequence is QIYAGIKVK. (8) The peptide sequence is KVGKFAKIK. The MHC is Mamu-A20102 with pseudo-sequence Mamu-A20102. The binding affinity (normalized) is 0.0654.